This data is from Hepatocyte clearance measurements from AstraZeneca. The task is: Regression/Classification. Given a drug SMILES string, predict its absorption, distribution, metabolism, or excretion properties. Task type varies by dataset: regression for continuous measurements (e.g., permeability, clearance, half-life) or binary classification for categorical outcomes (e.g., BBB penetration, CYP inhibition). For this dataset (clearance_hepatocyte_az), we predict log10(clearance) (log10 of the in vitro intrinsic clearance, CLint, in uL/min per 10^6 hepatocytes; values are censored to the assay range of 3 to 150, which is 0.477 to 2.18 on this log10 scale). The drug is O=C(Nc1cc(-c2ccncc2)c[nH]c1=O)[C@H](Cc1ccccc1)NC1(c2ccccn2)CC1. The log10(clearance) is 2.18.